Predict the reactants needed to synthesize the given product. From a dataset of Full USPTO retrosynthesis dataset with 1.9M reactions from patents (1976-2016). (1) Given the product [Cl:1][C:2]1[N:7]=[C:6]([C:12]2[CH:13]=[C:14]([F:18])[C:15]([F:17])=[CH:16][C:11]=2[F:10])[C:5]([F:9])=[CH:4][N:3]=1, predict the reactants needed to synthesize it. The reactants are: [Cl:1][C:2]1[N:7]=[C:6](Cl)[C:5]([F:9])=[CH:4][N:3]=1.[F:10][C:11]1[CH:16]=[C:15]([F:17])[C:14]([F:18])=[CH:13][C:12]=1B(O)O.C(=O)([O-])[O-].[K+].[K+].COCCOC. (2) Given the product [F:1][C:2]1[CH:7]=[CH:6][C:5]([NH:8][C:9]([NH:30][O:29][CH:26]2[CH2:25][CH2:24][N:23]([S:20]([C:17]3[CH:16]=[CH:15][C:14]([O:13][C:12]([F:32])([F:11])[F:31])=[CH:19][CH:18]=3)(=[O:21])=[O:22])[CH2:28][CH2:27]2)=[O:10])=[CH:4][CH:3]=1, predict the reactants needed to synthesize it. The reactants are: [F:1][C:2]1[CH:7]=[CH:6][C:5]([N:8]=[C:9]=[O:10])=[CH:4][CH:3]=1.[F:11][C:12]([F:32])([F:31])[O:13][C:14]1[CH:19]=[CH:18][C:17]([S:20]([N:23]2[CH2:28][CH2:27][CH:26]([O:29][NH2:30])[CH2:25][CH2:24]2)(=[O:22])=[O:21])=[CH:16][CH:15]=1.N1C=CC=CC=1. (3) Given the product [OH:22][CH2:21][C:10]1[CH2:11][N:12]([C:14]([O:16][C:17]([CH3:19])([CH3:18])[CH3:20])=[O:15])[CH2:13][C:9]=1[C:8]1[N:4]([CH:1]([CH3:3])[CH3:2])[N:5]=[CH:6][CH:7]=1, predict the reactants needed to synthesize it. The reactants are: [CH:1]([N:4]1[C:8]([C:9]2[CH2:13][N:12]([C:14]([O:16][C:17]([CH3:20])([CH3:19])[CH3:18])=[O:15])[CH2:11][C:10]=2[C:21](OCC)=[O:22])=[CH:7][CH:6]=[N:5]1)([CH3:3])[CH3:2].[H-].[H-].[H-].[H-].[Li+].[Al+3]. (4) Given the product [Cl:1][C:2]1[CH:24]=[CH:23][C:5]([C:6]([C:8]2[CH:22]=[CH:21][C:11]([O:12][C:13]([CH3:20])([CH3:19])[C:14]([O:16][CH2:17][I:25])=[O:15])=[CH:10][CH:9]=2)=[O:7])=[CH:4][CH:3]=1, predict the reactants needed to synthesize it. The reactants are: [Cl:1][C:2]1[CH:24]=[CH:23][C:5]([C:6]([C:8]2[CH:22]=[CH:21][C:11]([O:12][C:13]([CH3:20])([CH3:19])[C:14]([O:16][CH2:17]Cl)=[O:15])=[CH:10][CH:9]=2)=[O:7])=[CH:4][CH:3]=1.[I-:25].[Na+]. (5) The reactants are: [Cl:1][C:2]1[CH:3]=[C:4]([NH:22][C:23]2[C:33]3[CH:32]=[C:31]([C:34]([O:36]C)=[O:35])[CH2:30][CH2:29][NH:28][C:27]=3[N:26]=[CH:25][N:24]=2)[CH:5]=[CH:6][C:7]=1[O:8][C:9]1[CH:14]=[CH:13][CH:12]=[C:11]([S:15]([CH2:18][CH:19]2[CH2:21][CH2:20]2)(=[O:17])=[O:16])[CH:10]=1.[OH-].[Na+].Cl. Given the product [Cl:1][C:2]1[CH:3]=[C:4]([NH:22][C:23]2[C:33]3[CH:32]=[C:31]([C:34]([OH:36])=[O:35])[CH2:30][CH2:29][NH:28][C:27]=3[N:26]=[CH:25][N:24]=2)[CH:5]=[CH:6][C:7]=1[O:8][C:9]1[CH:14]=[CH:13][CH:12]=[C:11]([S:15]([CH2:18][CH:19]2[CH2:20][CH2:21]2)(=[O:17])=[O:16])[CH:10]=1, predict the reactants needed to synthesize it. (6) Given the product [F:5][C:6]1[CH:7]=[C:8]([CH:12]=[C:13]([F:15])[CH:14]=1)[C:9]([O:16][CH2:2][Cl:4])=[O:10], predict the reactants needed to synthesize it. The reactants are: Cl[CH:2]([Cl:4])C.[F:5][C:6]1[CH:7]=[C:8]([CH:12]=[C:13]([F:15])[CH:14]=1)[C:9](Cl)=[O:10].[O:16]1CCCOO1.